This data is from Forward reaction prediction with 1.9M reactions from USPTO patents (1976-2016). The task is: Predict the product of the given reaction. Given the reactants C(OC([N:11]1[CH2:15][CH2:14][CH2:13][C:12]1([C:23](=[O:36])[NH:24][C@@H:25]([C@H:30]([O:32][C:33](=[O:35])[CH3:34])[CH3:31])[C:26]([O:28][CH3:29])=[O:27])[CH2:16][C:17]1[CH:22]=[CH:21][CH:20]=[CH:19][CH:18]=1)=O)C1C=CC=CC=1, predict the reaction product. The product is: [C:33]([O:32][C@H:30]([CH3:31])[C@H:25]([NH:24][C:23]([C:12]1([CH2:16][C:17]2[CH:22]=[CH:21][CH:20]=[CH:19][CH:18]=2)[CH2:13][CH2:14][CH2:15][NH:11]1)=[O:36])[C:26]([O:28][CH3:29])=[O:27])(=[O:35])[CH3:34].